From a dataset of Forward reaction prediction with 1.9M reactions from USPTO patents (1976-2016). Predict the product of the given reaction. (1) Given the reactants [Br:1][C:2]1[CH:11]=[CH:10][C:9]2[C:4](=[CH:5][CH:6]=[C:7](Br)[N:8]=2)[N:3]=1.[CH3:13][O-:14].[Na+], predict the reaction product. The product is: [Br:1][C:2]1[CH:11]=[CH:10][C:9]2[C:4](=[CH:5][CH:6]=[C:7]([O:14][CH3:13])[N:8]=2)[N:3]=1. (2) Given the reactants C(OC([NH:8][CH2:9][C:10]1[CH:11]=[C:12]([C:17]2[N:22]=[C:21]([C:23]([NH:25][C:26]3[CH:31]=[CH:30][CH:29]=[CH:28][C:27]=3[CH2:32][C:33]([O:35]C(C)(C)C)=[O:34])=[O:24])[CH:20]=[CH:19][CH:18]=2)[CH:13]=[C:14]([F:16])[CH:15]=1)=O)(C)(C)C.C(O)(C(F)(F)F)=O, predict the reaction product. The product is: [NH2:8][CH2:9][C:10]1[CH:11]=[C:12]([C:17]2[N:22]=[C:21]([C:23]([NH:25][C:26]3[CH:31]=[CH:30][CH:29]=[CH:28][C:27]=3[CH2:32][C:33]([OH:35])=[O:34])=[O:24])[CH:20]=[CH:19][CH:18]=2)[CH:13]=[C:14]([F:16])[CH:15]=1. (3) Given the reactants [F:1][C:2]1[CH:7]=[CH:6][C:5]([C:8]2[O:9][C:10]3[CH:20]=[C:19]([N:21]([CH3:26])[S:22]([CH3:25])(=[O:24])=[O:23])[C:18]([C@@H:27]4[CH2:32][CH2:31][CH2:30][NH:29][CH2:28]4)=[CH:17][C:11]=3[C:12]=2[C:13]([NH:15][CH3:16])=[O:14])=[CH:4][CH:3]=1.[CH2:33]([N:35]1[C:43]2[C:38](=[C:39]([F:44])[CH:40]=[CH:41][CH:42]=2)[CH:37]=[C:36]1[C:45](O)=[O:46])[CH3:34].C(N(CC)C(C)C)(C)C.CN(C)CCCN=C=NCC, predict the reaction product. The product is: [CH2:33]([N:35]1[C:43]2[C:38](=[C:39]([F:44])[CH:40]=[CH:41][CH:42]=2)[CH:37]=[C:36]1[C:45]([N:29]1[CH2:30][CH2:31][CH2:32][C@@H:27]([C:18]2[C:19]([N:21]([CH3:26])[S:22]([CH3:25])(=[O:24])=[O:23])=[CH:20][C:10]3[O:9][C:8]([C:5]4[CH:6]=[CH:7][C:2]([F:1])=[CH:3][CH:4]=4)=[C:12]([C:13]([NH:15][CH3:16])=[O:14])[C:11]=3[CH:17]=2)[CH2:28]1)=[O:46])[CH3:34]. (4) Given the reactants [OH:1][C:2]1[CH:9]=[CH:8][C:7]([I:10])=[CH:6][C:3]=1[CH:4]=[O:5].[C:11]([O:15][C:16]([N:18]1[CH2:24][CH2:23][CH:22]2[CH:20]([O:21]2)[CH2:19]1)=[O:17])([CH3:14])([CH3:13])[CH3:12].Cl, predict the reaction product. The product is: [C:11]([O:15][C:16]([N:18]1[CH2:24][CH2:23][CH:22]([O:1][C:2]2[CH:9]=[CH:8][C:7]([I:10])=[CH:6][C:3]=2[CH:4]=[O:5])[CH:20]([OH:21])[CH2:19]1)=[O:17])([CH3:14])([CH3:12])[CH3:13]. (5) Given the reactants [CH3:1][O:2][C:3](=[O:13])[CH2:4][NH:5][CH2:6][CH:7]1[CH2:12][CH2:11][CH2:10][CH2:9][CH2:8]1.[C:14]([NH:21][C@H:22]([C:26](O)=[O:27])[CH:23]([CH3:25])[CH3:24])([O:16][C:17]([CH3:20])([CH3:19])[CH3:18])=[O:15].CCN(C(C)C)C(C)C.CN(C(ON1N=NC2C=CC=CC1=2)=[N+](C)C)C.F[P-](F)(F)(F)(F)F, predict the reaction product. The product is: [CH3:1][O:2][C:3](=[O:13])[CH2:4][N:5]([C:26](=[O:27])[C@@H:22]([NH:21][C:14]([O:16][C:17]([CH3:18])([CH3:20])[CH3:19])=[O:15])[CH:23]([CH3:25])[CH3:24])[CH2:6][CH:7]1[CH2:12][CH2:11][CH2:10][CH2:9][CH2:8]1. (6) Given the reactants [CH3:1][N:2]1[C:6]([C:7]2[CH:8]=[C:9]([C:16]([O:18]C)=[O:17])[S:10][C:11]=2[C:12]([F:15])([F:14])[F:13])=[CH:5][CH:4]=[N:3]1.[OH-].[K+], predict the reaction product. The product is: [CH3:1][N:2]1[C:6]([C:7]2[CH:8]=[C:9]([C:16]([OH:18])=[O:17])[S:10][C:11]=2[C:12]([F:13])([F:14])[F:15])=[CH:5][CH:4]=[N:3]1. (7) The product is: [CH2:1]([O:3][C:4]([C:6]1([C:9]2[CH:14]=[CH:13][C:12]([C:15]3[CH:20]=[CH:19][C:18]([C:21]4[O:25][N:24]=[C:23]([CH3:26])[C:22]=4[NH:27][C:28]4[CH:33]=[CH:32][CH:31]=[C:30]([C:38]5[CH:39]=[CH:40][CH:41]=[C:36]([F:35])[C:37]=5[O:45][CH3:46])[N:29]=4)=[CH:17][CH:16]=3)=[CH:11][CH:10]=2)[CH2:8][CH2:7]1)=[O:5])[CH3:2]. Given the reactants [CH2:1]([O:3][C:4]([C:6]1([C:9]2[CH:14]=[CH:13][C:12]([C:15]3[CH:20]=[CH:19][C:18]([C:21]4[O:25][N:24]=[C:23]([CH3:26])[C:22]=4[NH:27][C:28]4[CH:33]=[CH:32][CH:31]=[C:30](Br)[N:29]=4)=[CH:17][CH:16]=3)=[CH:11][CH:10]=2)[CH2:8][CH2:7]1)=[O:5])[CH3:2].[F:35][C:36]1[C:37]([O:45][CH3:46])=[C:38](B(O)O)[CH:39]=[CH:40][CH:41]=1, predict the reaction product.